Task: Predict the product of the given reaction.. Dataset: Forward reaction prediction with 1.9M reactions from USPTO patents (1976-2016) (1) Given the reactants [OH-].[Na+].C[O:4][C:5](=[O:15])[C:6]1[CH:11]=[CH:10][CH:9]=[C:8]([CH2:12][O:13][CH3:14])[CH:7]=1, predict the reaction product. The product is: [CH3:14][O:13][CH2:12][C:8]1[CH:7]=[C:6]([CH:11]=[CH:10][CH:9]=1)[C:5]([OH:15])=[O:4]. (2) Given the reactants Br[C:2]1[CH:7]=[CH:6][C:5]([CH2:8][C:9]([OH:11])=[O:10])=[C:4]([F:12])[CH:3]=1.[C:13]1(B(O)O)[CH:18]=[CH:17][CH:16]=[CH:15][CH:14]=1.C([O-])([O-])=O.[Na+].[Na+], predict the reaction product. The product is: [C:13]1([C:2]2[CH:7]=[CH:6][C:5]([CH2:8][C:9]([OH:11])=[O:10])=[C:4]([F:12])[CH:3]=2)[CH:18]=[CH:17][CH:16]=[CH:15][CH:14]=1. (3) Given the reactants [NH2:1][C:2]1[CH:7]=[CH:6][C:5]([C:8]([F:11])([F:10])[F:9])=[CH:4][N:3]=1.[C:12](Cl)(Cl)=S.[Cl:16][C:17]1[CH:22]=[CH:21][CH:20]=[C:19]([Cl:23])[C:18]=1[C:24]1[NH:25][C:26]2[CH:32]=[C:31]([C:33]([NH:35][NH2:36])=[O:34])[CH:30]=[CH:29][C:27]=2[N:28]=1.CCN=C=NCCCN(C)C, predict the reaction product. The product is: [Cl:16][C:17]1[CH:22]=[CH:21][CH:20]=[C:19]([Cl:23])[C:18]=1[C:24]1[NH:25][C:26]2[CH:32]=[C:31]([C:33]3[O:34][C:12]([NH:1][C:2]4[CH:7]=[CH:6][C:5]([C:8]([F:9])([F:11])[F:10])=[CH:4][N:3]=4)=[N:36][N:35]=3)[CH:30]=[CH:29][C:27]=2[N:28]=1. (4) Given the reactants [N+:1]([C:4]1[CH:5]=[C:6]([C:10]2[N:11]=[C:12]([NH:15][C:16](=[O:26])[CH2:17][CH2:18][CH2:19][CH2:20][CH2:21][CH2:22][C:23]([OH:25])=[O:24])[S:13][CH:14]=2)[CH:7]=[CH:8][CH:9]=1)([O-])=O.COC(=O)CCCCCCC(NC1SC=C(C2C=CC=C(N)C=2)N=1)=O, predict the reaction product. The product is: [NH2:1][C:4]1[CH:5]=[C:6]([C:10]2[N:11]=[C:12]([NH:15][C:16](=[O:26])[CH2:17][CH2:18][CH2:19][CH2:20][CH2:21][CH2:22][C:23]([OH:25])=[O:24])[S:13][CH:14]=2)[CH:7]=[CH:8][CH:9]=1. (5) The product is: [CH3:1][C:2]([O:5][CH2:6][C:7]1[C:23]([C:24]([O:26][CH3:27])=[O:25])=[C:18]([CH:19]([CH3:21])[CH3:20])[O:9][N:8]=1)([CH3:4])[CH3:3]. Given the reactants [CH3:1][C:2]([O:5][CH2:6][CH:7]=[N:8][OH:9])([CH3:4])[CH3:3].ClN1C(=O)CCC1=O.[C:18]([CH2:23][C:24]([O:26][CH3:27])=[O:25])(=O)[CH:19]([CH3:21])[CH3:20].C[O-].[Na+].CO, predict the reaction product. (6) The product is: [NH2:1][C:2]1[CH:10]=[C:9]([O:11][CH3:12])[CH:8]=[CH:7][C:3]=1[CH2:4][OH:5]. Given the reactants [NH2:1][C:2]1[CH:10]=[C:9]([O:11][CH3:12])[CH:8]=[CH:7][C:3]=1[C:4](O)=[O:5].[BH4-], predict the reaction product.